Dataset: Full USPTO retrosynthesis dataset with 1.9M reactions from patents (1976-2016). Task: Predict the reactants needed to synthesize the given product. Given the product [Br:1][C:2]1[CH:7]=[CH:6][C:5]([NH2:8])=[C:4]([O:11][CH2:12][CH3:13])[CH:3]=1, predict the reactants needed to synthesize it. The reactants are: [Br:1][C:2]1[CH:7]=[CH:6][C:5]([N+:8]([O-])=O)=[C:4]([O:11][CH2:12][CH3:13])[CH:3]=1.[Sn](Cl)Cl.